Task: Predict the product of the given reaction.. Dataset: Forward reaction prediction with 1.9M reactions from USPTO patents (1976-2016) (1) Given the reactants [O:1]=[C:2]1[C@H:8]([CH2:9][C:10]([O:12][CH2:13][CH2:14][N:15]2[CH2:20][CH2:19][O:18][CH2:17][CH2:16]2)=[O:11])[CH2:7][C:6]2[CH:21]=[CH:22][C:23]([O:25][CH2:26][CH2:27][C:28]3[N:29]=[C:30]4[N:35](C(OC(C)(C)C)=O)[CH2:34][CH2:33][CH2:32][N:31]4[CH:43]=3)=[CH:24][C:5]=2[CH2:4][N:3]1[CH2:44][C:45]([F:48])([F:47])[F:46].[ClH:49].O1CCOCC1, predict the reaction product. The product is: [ClH:49].[O:1]=[C:2]1[C@H:8]([CH2:9][C:10]([O:12][CH2:13][CH2:14][N:15]2[CH2:16][CH2:17][O:18][CH2:19][CH2:20]2)=[O:11])[CH2:7][C:6]2[CH:21]=[CH:22][C:23]([O:25][CH2:26][CH2:27][C:28]3[N:29]=[C:30]4[NH:35][CH2:34][CH2:33][CH2:32][N:31]4[CH:43]=3)=[CH:24][C:5]=2[CH2:4][N:3]1[CH2:44][C:45]([F:47])([F:48])[F:46]. (2) Given the reactants [NH2:1][C:2]1[N:7]=[CH:6][C:5]([C:8]2[CH:23]=[CH:22][C:11]([O:12][CH:13]([CH3:21])[C:14]([O:16][C:17]([CH3:20])([CH3:19])[CH3:18])=[O:15])=[C:10]([F:24])[CH:9]=2)=[CH:4][N:3]=1.Cl[CH:26]([C:29]1([C:32]2[CH:33]=[C:34]3[C:39](=[CH:40][CH:41]=2)[N:38]=[CH:37][CH:36]=[CH:35]3)[CH2:31][CH2:30]1)[CH:27]=O, predict the reaction product. The product is: [F:24][C:10]1[CH:9]=[C:8]([C:5]2[CH:6]=[N:7][C:2]3[N:3]([C:26]([C:29]4([C:32]5[CH:33]=[C:34]6[C:39](=[CH:40][CH:41]=5)[N:38]=[CH:37][CH:36]=[CH:35]6)[CH2:31][CH2:30]4)=[CH:27][N:1]=3)[CH:4]=2)[CH:23]=[CH:22][C:11]=1[O:12][CH:13]([CH3:21])[C:14]([O:16][C:17]([CH3:19])([CH3:20])[CH3:18])=[O:15]. (3) Given the reactants Br[CH2:2][C:3]1[N:13]([CH2:14][C:15]([CH3:18])([CH3:17])[CH3:16])[C:6]2[N:7]=[C:8]([C:11]#[N:12])[N:9]=[CH:10][C:5]=2[CH:4]=1.[NH:19]1[CH2:24][CH2:23][CH2:22][CH2:21][C:20]1=O.C([O-])([O-])=[O:27].[K+].[K+], predict the reaction product. The product is: [CH3:16][C:15]([CH3:18])([CH3:17])[CH2:14][N:13]1[C:6]2[N:7]=[C:8]([C:11]#[N:12])[N:9]=[CH:10][C:5]=2[CH:4]=[C:3]1[CH2:2][N:19]1[CH2:24][CH2:23][C:22](=[O:27])[CH2:21][CH2:20]1.